Dataset: Forward reaction prediction with 1.9M reactions from USPTO patents (1976-2016). Task: Predict the product of the given reaction. (1) Given the reactants [Cl:1][C:2]1[CH:3]=[C:4]([CH:35]=[CH:36][CH:37]=1)[C:5]([CH3:34])([CH3:33])[C@H:6]([C:9]([NH:11][C@H:12]([C:17]([N:19]([C@@H:21]([CH:30]([CH3:32])[CH3:31])/[CH:22]=[C:23](\[CH3:29])/[C:24]([O:26]CC)=[O:25])[CH3:20])=[O:18])[C:13]([CH3:16])([CH3:15])[CH3:14])=[O:10])[NH:7][CH3:8].[OH-].[Li+], predict the reaction product. The product is: [Cl:1][C:2]1[CH:3]=[C:4]([CH:35]=[CH:36][CH:37]=1)[C:5]([CH3:34])([CH3:33])[C@H:6]([C:9]([NH:11][C@H:12]([C:17]([N:19]([C@@H:21]([CH:30]([CH3:31])[CH3:32])/[CH:22]=[C:23](/[C:24]([OH:26])=[O:25])\[CH3:29])[CH3:20])=[O:18])[C:13]([CH3:14])([CH3:15])[CH3:16])=[O:10])[NH:7][CH3:8]. (2) Given the reactants [NH2:1][C:2]1[CH:43]=[CH:42][C:5]([C:6]([NH:8][CH:9]2[CH2:14][CH:13]([F:15])[CH2:12][CH:11]([NH:16][C:17]3[N:22]=[C:21]([C:23]4[C:31]5[C:26](=[CH:27][CH:28]=[CH:29][CH:30]=5)[N:25](S(C5C=CC=CC=5)(=O)=O)[CH:24]=4)[C:20]([Cl:41])=[CH:19][N:18]=3)[CH2:10]2)=[O:7])=[CH:4][CH:3]=1.C(O)(C(F)(F)F)=O.[OH-].[Na+].O, predict the reaction product. The product is: [NH2:1][C:2]1[CH:3]=[CH:4][C:5]([C:6]([NH:8][CH:9]2[CH2:14][CH:13]([F:15])[CH2:12][CH:11]([NH:16][C:17]3[N:22]=[C:21]([C:23]4[C:31]5[C:26](=[CH:27][CH:28]=[CH:29][CH:30]=5)[NH:25][CH:24]=4)[C:20]([Cl:41])=[CH:19][N:18]=3)[CH2:10]2)=[O:7])=[CH:42][CH:43]=1. (3) Given the reactants C([O:8][N:9]1[C:15](=[O:16])[N:14]2[CH2:17][C@H:10]1[CH2:11][CH2:12][C@H:13]2[C:18]1[O:19][CH:20]=[N:21][N:22]=1)C1C=CC=CC=1, predict the reaction product. The product is: [OH:8][N:9]1[C:15](=[O:16])[N:14]2[CH2:17][C@H:10]1[CH2:11][CH2:12][C@H:13]2[C:18]1[O:19][CH:20]=[N:21][N:22]=1. (4) Given the reactants [NH2:1][C:2]1([C:11]([OH:13])=[O:12])[CH2:10][C:9]2[C:4](=[CH:5][CH:6]=[CH:7][CH:8]=2)[CH2:3]1.[OH:14][C:15]1[CH:16]=[C:17]([CH:21]=[CH:22][C:23]=1[O:24][CH3:25])[C:18]([OH:20])=O.N1CCCCC1.Br[CH2:33][C:34]([C:36]1[CH:41]=[CH:40][CH:39]=[CH:38][C:37]=1[F:42])=[O:35].N12CCCN=C1CCCCC2.C(O)(C(F)(F)F)=O, predict the reaction product. The product is: [F:42][C:37]1[CH:38]=[CH:39][CH:40]=[CH:41][C:36]=1[CH:34]([OH:35])[CH2:33][O:14][C:15]1[CH:16]=[C:17]([CH:21]=[CH:22][C:23]=1[O:24][CH3:25])[C:18]([NH:1][C:2]1([C:11]([OH:13])=[O:12])[CH2:3][C:4]2[C:9](=[CH:8][CH:7]=[CH:6][CH:5]=2)[CH2:10]1)=[O:20]. (5) Given the reactants [OH:1][C@H:2]([CH2:6][CH3:7])[C:3]([NH2:5])=[O:4].C(N(CC)CC)C.[CH3:15][S:16](Cl)(=[O:18])=[O:17], predict the reaction product. The product is: [C:3]([C@H:2]([O:1][S:16]([CH3:15])(=[O:18])=[O:17])[CH2:6][CH3:7])(=[O:4])[NH2:5]. (6) Given the reactants [Cl:1][C:2]1[N:3]=[N:4][C:5](Cl)=[CH:6][CH:7]=1.[N:9]1([C:15]([O:17][C:18]([CH3:21])([CH3:20])[CH3:19])=[O:16])[CH2:14][CH2:13][NH:12][CH2:11][CH2:10]1.C(N(CC)C(C)C)(C)C, predict the reaction product. The product is: [Cl:1][C:2]1[N:3]=[N:4][C:5]([N:12]2[CH2:11][CH2:10][N:9]([C:15]([O:17][C:18]([CH3:21])([CH3:20])[CH3:19])=[O:16])[CH2:14][CH2:13]2)=[CH:6][CH:7]=1. (7) Given the reactants [C:1]([O:5][C:6]([N:8]1[CH2:12][CH2:11][C@H:10]([C:13]([O:15][CH2:16][C:17]2[CH:22]=[CH:21][CH:20]=[CH:19][CH:18]=2)=[O:14])[CH2:9]1)=[O:7])([CH3:4])([CH3:3])[CH3:2].C(OC(N1CC[C@@H](C(O)=O)C1)=O)(C)(C)C, predict the reaction product. The product is: [C:1]([O:5][C:6]([N:8]1[CH2:12][CH2:11][C@@H:10]([C:13]([O:15][CH2:16][C:17]2[CH:22]=[CH:21][CH:20]=[CH:19][CH:18]=2)=[O:14])[CH2:9]1)=[O:7])([CH3:4])([CH3:2])[CH3:3].